Dataset: Forward reaction prediction with 1.9M reactions from USPTO patents (1976-2016). Task: Predict the product of the given reaction. (1) Given the reactants [N+:1]([C:4]1[CH:5]=[N:6][NH:7][CH:8]=1)([O-:3])=[O:2].[F:9][C:10]1[CH:11]=[C:12]([CH:16]=[CH:17][CH:18]=1)[CH2:13][CH2:14]Br.C([O-])([O-])=O.[K+].[K+], predict the reaction product. The product is: [F:9][C:10]1[CH:11]=[C:12]([CH:16]=[CH:17][CH:18]=1)[CH2:13][CH2:14][N:6]1[CH:5]=[C:4]([N+:1]([O-:3])=[O:2])[CH:8]=[N:7]1. (2) Given the reactants [NH2:1][C:2]1[CH:31]=[CH:30][C:5]([CH2:6][C:7]2[NH:15][C:14]3[C:13](=[O:16])[N:12]([CH2:17][C:18]4[CH:23]=[CH:22][CH:21]=[CH:20][C:19]=4[F:24])[C:11](=[O:25])[N:10]([CH2:26][CH2:27][CH2:28][CH3:29])[C:9]=3[N:8]=2)=[CH:4][CH:3]=1.[CH3:32][O:33][C:34]1[CH:39]=[CH:38][C:37]([O:40][CH3:41])=[CH:36][C:35]=1[S:42](Cl)(=[O:44])=[O:43], predict the reaction product. The product is: [CH2:26]([N:10]1[C:9]2[N:8]=[C:7]([CH2:6][C:5]3[CH:4]=[CH:3][C:2]([NH:1][S:42]([C:35]4[CH:36]=[C:37]([O:40][CH3:41])[CH:38]=[CH:39][C:34]=4[O:33][CH3:32])(=[O:44])=[O:43])=[CH:31][CH:30]=3)[NH:15][C:14]=2[C:13](=[O:16])[N:12]([CH2:17][C:18]2[CH:23]=[CH:22][CH:21]=[CH:20][C:19]=2[F:24])[C:11]1=[O:25])[CH2:27][CH2:28][CH3:29]. (3) Given the reactants [CH3:1][C:2]([CH3:21])([CH2:6][C:7]1[CH:12]=[CH:11][CH:10]=[C:9]([O:13][CH2:14][C:15]2[CH:20]=[CH:19][CH:18]=[CH:17][CH:16]=2)[CH:8]=1)[C:3]([OH:5])=[O:4].[CH3:22]O, predict the reaction product. The product is: [CH3:1][C:2]([CH3:21])([CH2:6][C:7]1[CH:12]=[CH:11][CH:10]=[C:9]([O:13][CH2:14][C:15]2[CH:20]=[CH:19][CH:18]=[CH:17][CH:16]=2)[CH:8]=1)[C:3]([O:5][CH3:22])=[O:4]. (4) Given the reactants [CH3:1][CH:2]([CH3:16])[CH2:3][CH2:4][N:5]1[C:13](=[O:14])O[C:11](=[O:15])[C:10]2[N:6]1[CH:7]=[CH:8][CH:9]=2.C(OCC)(=O)[CH2:18][C:19]([O:21][CH2:22][CH3:23])=[O:20].[H-].[Na+], predict the reaction product. The product is: [CH2:22]([O:21][C:19]([C:18]1[C:13](=[O:14])[N:5]([CH2:4][CH2:3][CH:2]([CH3:1])[CH3:16])[N:6]2[CH:7]=[CH:8][CH:9]=[C:10]2[C:11]=1[OH:15])=[O:20])[CH3:23]. (5) Given the reactants [O:1]1[C:8]2[CH:7]=[C:6]([C:9]([O-:11])=[O:10])[NH:5][C:4]=2[CH:3]=[CH:2]1.[Na+].Cl[CH2:14][C:15]([N:17]([CH3:19])[CH3:18])=[O:16], predict the reaction product. The product is: [O:1]1[C:8]2[CH:7]=[C:6]([C:9]([O:11][CH2:14][C:15]([N:17]([CH3:19])[CH3:18])=[O:16])=[O:10])[NH:5][C:4]=2[CH:3]=[CH:2]1. (6) Given the reactants [C:1]([Si:5]([C:31]1[CH:36]=[CH:35][CH:34]=[CH:33][CH:32]=1)([C:25]1[CH:30]=[CH:29][CH:28]=[CH:27][CH:26]=1)[O:6][CH:7]1[C:11]([CH2:14][OH:15])([CH2:12][OH:13])[O:10][CH:9]([N:16]2[CH:21]=[CH:20][C:19](=[O:22])[NH:18][C:17]2=[O:23])[CH:8]1[OH:24])([CH3:4])([CH3:3])[CH3:2].[C:37](Cl)(C1C=CC=CC=1)([C:46]1[CH:53]=[CH:52][C:49]([O:50][CH3:51])=[CH:48][CH:47]=1)[C:38]1[CH:45]=[CH:44][C:41]([O:42][CH3:43])=[CH:40][CH:39]=1.C(O[CH2:65][CH3:66])(=O)C, predict the reaction product. The product is: [CH3:51][O:50][C:49]1[CH:48]=[CH:47][C:46]([CH:37]([C:38]2[CH:39]=[CH:40][C:41]([O:42][CH3:43])=[CH:44][CH:45]=2)[O:13][CH:12]([C:66]2[CH:65]=[CH:9][CH:8]=[CH:7][CH:11]=2)[C:11]2([CH2:14][OH:15])[O:10][CH:9]([N:16]3[CH:21]=[CH:20][C:19](=[O:22])[NH:18][C:17]3=[O:23])[CH:8]([OH:24])[CH:7]2[O:6][Si:5]([C:1]([CH3:4])([CH3:2])[CH3:3])([C:25]2[CH:26]=[CH:27][CH:28]=[CH:29][CH:30]=2)[C:31]2[CH:36]=[CH:35][CH:34]=[CH:33][CH:32]=2)=[CH:53][CH:52]=1. (7) Given the reactants [Cl:1][C:2]1[CH:7]=[CH:6][N:5]=[C:4]([CH:8]=[CH:9][C:10]([O:12][CH2:13][CH3:14])=[O:11])[CH:3]=1, predict the reaction product. The product is: [Cl:1][C:2]1[CH:7]=[CH:6][N:5]=[C:4]([CH2:8][CH2:9][C:10]([O:12][CH2:13][CH3:14])=[O:11])[CH:3]=1. (8) The product is: [CH:1]([C:4]1[CH:5]=[CH:6][C:7]([N:10]([CH2:30][CH2:31][CH2:32][C:33]2[CH:34]=[CH:35][C:36]([O:39][CH3:40])=[CH:37][CH:38]=2)[C:11]([CH:13]2[C:22]3[C:17](=[CH:18][CH:19]=[C:20]([O:23][CH3:24])[CH:21]=3)[CH2:16][CH2:15][CH2:14]2)=[O:12])=[CH:8][CH:9]=1)([CH3:3])[CH3:2]. Given the reactants [CH:1]([C:4]1[CH:9]=[CH:8][C:7]([NH:10][C:11]([CH:13]2[C:22]3[C:17](=[CH:18][CH:19]=[C:20]([O:23][CH3:24])[CH:21]=3)[CH2:16][CH2:15][CH2:14]2)=[O:12])=[CH:6][CH:5]=1)([CH3:3])[CH3:2].CS(O[CH2:30][CH2:31][CH2:32][C:33]1[CH:38]=[CH:37][C:36]([O:39][CH3:40])=[CH:35][CH:34]=1)(=O)=O, predict the reaction product. (9) Given the reactants [C:1]([C:4]1[CH:5]=[CH:6][C:7]2[O:11][C:10]([C:12]([OH:14])=O)=[C:9]([CH3:15])[C:8]=2[C:16]=1[O:17][CH3:18])(=[O:3])[CH3:2].C(Cl)(=O)C(Cl)=O.CN(C=O)C.[CH3:30][O:31][C:32](=[O:54])[C@@H:33]([NH:37][S:38]([C:41]1[CH:46]=[CH:45][C:44]([C:47]2[CH:52]=[CH:51][C:50]([NH2:53])=[CH:49][CH:48]=2)=[CH:43][CH:42]=1)(=[O:40])=[O:39])[CH:34]([CH3:36])[CH3:35], predict the reaction product. The product is: [CH3:30][O:31][C:32](=[O:54])[C@@H:33]([NH:37][S:38]([C:41]1[CH:46]=[CH:45][C:44]([C:47]2[CH:48]=[CH:49][C:50]([NH:53][C:12]([C:10]3[O:11][C:7]4[CH:6]=[CH:5][C:4]([C:1](=[O:3])[CH3:2])=[C:16]([O:17][CH3:18])[C:8]=4[C:9]=3[CH3:15])=[O:14])=[CH:51][CH:52]=2)=[CH:43][CH:42]=1)(=[O:40])=[O:39])[CH:34]([CH3:36])[CH3:35].